From a dataset of Forward reaction prediction with 1.9M reactions from USPTO patents (1976-2016). Predict the product of the given reaction. (1) Given the reactants Br[C:2]1[CH:3]=[CH:4][C:5]2[N:6]([CH:8]=[C:9]([C:11]([NH:13][C:14]3[CH:19]=[CH:18][CH:17]=[CH:16][CH:15]=3)=[O:12])[N:10]=2)[CH:7]=1.[I:20]C1C=CC2N(C=C(C(OCC)=O)N=2)C=1, predict the reaction product. The product is: [I:20][C:2]1[CH:3]=[CH:4][C:5]2[N:6]([CH:8]=[C:9]([C:11]([NH:13][C:14]3[CH:19]=[CH:18][CH:17]=[CH:16][CH:15]=3)=[O:12])[N:10]=2)[CH:7]=1. (2) Given the reactants FC(F)(F)C(O)=O.[CH3:8][C:9]1([CH2:20][CH2:21][C:22]([O:24]C(C)(C)C)=[O:23])[O:13][C:12]2=[N:14][C:15]([N+:17]([O-:19])=[O:18])=[CH:16][N:11]2[CH2:10]1, predict the reaction product. The product is: [CH3:8][C:9]1([CH2:20][CH2:21][C:22]([OH:24])=[O:23])[O:13][C:12]2=[N:14][C:15]([N+:17]([O-:19])=[O:18])=[CH:16][N:11]2[CH2:10]1. (3) Given the reactants [F:1][C:2]1[CH:6]=[N:5][N:4]([CH3:7])[C:3]=1[C:8]1[CH:9]=[C:10]([NH2:16])[CH:11]=[CH:12][C:13]=1[O:14][CH3:15].[C:17]([C:20]1[CH:21]=[C:22]([N:26]=[C:27]=[O:28])[CH:23]=[CH:24][CH:25]=1)(=[O:19])[CH3:18], predict the reaction product. The product is: [C:17]([C:20]1[CH:21]=[C:22]([NH:26][C:27]([NH:16][C:10]2[CH:11]=[CH:12][C:13]([O:14][CH3:15])=[C:8]([C:3]3[N:4]([CH3:7])[N:5]=[CH:6][C:2]=3[F:1])[CH:9]=2)=[O:28])[CH:23]=[CH:24][CH:25]=1)(=[O:19])[CH3:18]. (4) Given the reactants Cl.[CH2:2]([O:4][CH:5]1[CH2:9][CH2:8][NH:7][CH2:6]1)[CH3:3].[C:10]([O:14][C:15]([NH:17][C:18]1[O:26][C:25]2[C:20](=[N:21][CH:22]=[C:23]([CH:27]=O)[CH:24]=2)[C:19]=1[C:29]([NH:31][C:32]1[CH:33]=[N:34][CH:35]=[CH:36][C:37]=1[N:38]1[CH2:43][C@H:42]([C:44]([F:47])([F:46])[F:45])[CH2:41][C@H:40]([NH:48][C:49](=[O:55])[O:50][C:51]([CH3:54])([CH3:53])[CH3:52])[CH2:39]1)=[O:30])=[O:16])([CH3:13])([CH3:12])[CH3:11].C(O[BH-](OC(=O)C)OC(=O)C)(=O)C.[Na+], predict the reaction product. The product is: [C:10]([O:14][C:15]([NH:17][C:18]1[O:26][C:25]2[C:20](=[N:21][CH:22]=[C:23]([CH2:27][N:7]3[CH2:8][CH2:9][CH:5]([O:4][CH2:2][CH3:3])[CH2:6]3)[CH:24]=2)[C:19]=1[C:29]([NH:31][C:32]1[CH:33]=[N:34][CH:35]=[CH:36][C:37]=1[N:38]1[CH2:43][C@H:42]([C:44]([F:46])([F:45])[F:47])[CH2:41][C@H:40]([NH:48][C:49](=[O:55])[O:50][C:51]([CH3:54])([CH3:53])[CH3:52])[CH2:39]1)=[O:30])=[O:16])([CH3:12])([CH3:13])[CH3:11]. (5) Given the reactants C1C=CC(P(C2C=CC3C(=CC=CC=3)C=2C2C3C(=CC=CC=3)C=CC=2P([C:41]2[CH:46]=CC=CC=2)C2C=CC=CC=2)C2C=CC=CC=2)=CC=1.[NH2:47][C:48]1[CH:63]=[CH:62][C:51]([C:52]([NH:54][CH:55]2[CH2:60][CH2:59]CCN2C)=[O:53])=[CH:50][C:49]=1[O:64][C:65]([F:68])([F:67])[F:66].I[C:70]1[N:79]=[CH:78][C:77]2[CH2:76][CH2:75][C:74]3[C:80]([C:84]([O:86][CH2:87][CH3:88])=[O:85])=[N:81][N:82]([CH3:83])[C:73]=3[C:72]=2[N:71]=1.C(=O)([O-])[O-].[K+].[K+].[CH3:95][N:96](C)C=O, predict the reaction product. The product is: [CH3:83][N:82]1[C:73]2[C:72]3[N:71]=[C:70]([NH:47][C:48]4[CH:63]=[CH:62][C:51]([C:52](=[O:53])[NH:54][CH:55]5[CH2:60][CH2:59][N:96]([CH3:95])[CH2:46][CH2:41]5)=[CH:50][C:49]=4[O:64][C:65]([F:66])([F:67])[F:68])[N:79]=[CH:78][C:77]=3[CH2:76][CH2:75][C:74]=2[C:80]([C:84]([O:86][CH2:87][CH3:88])=[O:85])=[N:81]1.